Dataset: Peptide-MHC class I binding affinity with 185,985 pairs from IEDB/IMGT. Task: Regression. Given a peptide amino acid sequence and an MHC pseudo amino acid sequence, predict their binding affinity value. This is MHC class I binding data. (1) The peptide sequence is LERTSKASLER. The MHC is HLA-A24:02 with pseudo-sequence HLA-A24:02. The binding affinity (normalized) is 0. (2) The peptide sequence is GYAWIDFDI. The binding affinity (normalized) is 0.0847. The MHC is HLA-A26:02 with pseudo-sequence HLA-A26:02. (3) The peptide sequence is LILSLTCSV. The MHC is HLA-A02:01 with pseudo-sequence HLA-A02:01. The binding affinity (normalized) is 0.973. (4) The peptide sequence is NLVQYRILPM. The MHC is HLA-A68:02 with pseudo-sequence HLA-A68:02. The binding affinity (normalized) is 0. (5) The peptide sequence is VRVCACPGR. The MHC is HLA-A02:03 with pseudo-sequence HLA-A02:03. The binding affinity (normalized) is 0.0847. (6) The peptide sequence is FPYSTFPII. The MHC is Mamu-A01 with pseudo-sequence Mamu-A01. The binding affinity (normalized) is 0.116. (7) The peptide sequence is ASSLVLLVSL. The MHC is Mamu-A02 with pseudo-sequence Mamu-A02. The binding affinity (normalized) is 0.727. (8) The peptide sequence is ILGVFRRPF. The MHC is HLA-A02:01 with pseudo-sequence HLA-A02:01. The binding affinity (normalized) is 0.0847. (9) The peptide sequence is RLTARGLL. The MHC is Mamu-A01 with pseudo-sequence Mamu-A01. The binding affinity (normalized) is 0.188.